From a dataset of Catalyst prediction with 721,799 reactions and 888 catalyst types from USPTO. Predict which catalyst facilitates the given reaction. (1) The catalyst class is: 220. Product: [C:69]([NH:1][C:2]1[CH:3]=[C:4]([N:47]2[CH2:52][CH2:51][N:50]([C:53]([O:55][C:56]([CH3:59])([CH3:58])[CH3:57])=[O:54])[CH2:49][CH2:48]2)[CH:5]=[CH:6][C:7]=1[N:8]([C:40]([O:42][C:43]([CH3:46])([CH3:45])[CH3:44])=[O:41])[C:9]1[CH:14]=[C:13]([N:15]([CH3:39])[C:16]([N:18]([C:27]2[C:28]([Cl:38])=[C:29]([O:36][CH3:37])[CH:30]=[C:31]([O:34][CH3:35])[C:32]=2[Cl:33])[CH2:19][O:20][CH2:21][CH2:22][Si:23]([CH3:26])([CH3:24])[CH3:25])=[O:17])[N:12]=[CH:11][N:10]=1)(=[O:72])[CH:70]=[CH2:71]. Reactant: [NH2:1][C:2]1[CH:3]=[C:4]([N:47]2[CH2:52][CH2:51][N:50]([C:53]([O:55][C:56]([CH3:59])([CH3:58])[CH3:57])=[O:54])[CH2:49][CH2:48]2)[CH:5]=[CH:6][C:7]=1[N:8]([C:40]([O:42][C:43]([CH3:46])([CH3:45])[CH3:44])=[O:41])[C:9]1[CH:14]=[C:13]([N:15]([CH3:39])[C:16]([N:18]([C:27]2[C:32]([Cl:33])=[C:31]([O:34][CH3:35])[CH:30]=[C:29]([O:36][CH3:37])[C:28]=2[Cl:38])[CH2:19][O:20][CH2:21][CH2:22][Si:23]([CH3:26])([CH3:25])[CH3:24])=[O:17])[N:12]=[CH:11][N:10]=1.CCN(C(C)C)C(C)C.[C:69](Cl)(=[O:72])[CH:70]=[CH2:71].CCOC(C)=O. (2) Reactant: [NH2:1][C:2]1[CH:7]=[C:6]([C:8]([OH:10])=[O:9])[CH:5]=[CH:4][C:3]=1[S:11][C:12]1[CH:20]=[C:19]([F:21])[CH:18]=[CH:17][C:13]=1[C:14](O)=[O:15]. Product: [F:21][C:19]1[CH:18]=[CH:17][C:13]2[C:14](=[O:15])[NH:1][C:2]3[CH:7]=[C:6]([C:8]([OH:10])=[O:9])[CH:5]=[CH:4][C:3]=3[S:11][C:12]=2[CH:20]=1. The catalyst class is: 1. (3) Reactant: [Br:1][CH2:2][CH2:3][C:4]([OH:6])=[O:5].[CH2:7](O)[C:8]1[CH:13]=[CH:12][CH:11]=[CH:10][CH:9]=1.O.C1(C)C(S(O)(=O)=O)=CC=CC=1. Product: [CH2:7]([O:5][C:4](=[O:6])[CH2:3][CH2:2][Br:1])[C:8]1[CH:13]=[CH:12][CH:11]=[CH:10][CH:9]=1. The catalyst class is: 11. (4) Reactant: [Br:1][C:2]1[N:3]=[C:4]([CH:12]2[CH2:20][CH2:19][CH:18]3[N:14]([C:15](=[O:23])[C:16]([CH3:22])([CH3:21])[CH2:17]3)[CH2:13]2)[N:5]2[CH:10]=[CH:9][N:8]=[C:7](Cl)[C:6]=12.[NH3:24]. Product: [NH2:24][C:7]1[C:6]2[N:5]([C:4]([CH:12]3[CH2:20][CH2:19][CH:18]4[N:14]([C:15](=[O:23])[C:16]([CH3:22])([CH3:21])[CH2:17]4)[CH2:13]3)=[N:3][C:2]=2[Br:1])[CH:10]=[CH:9][N:8]=1. The catalyst class is: 41. (5) The catalyst class is: 205. Product: [CH3:15][CH:14]([S:11]([N:7]1[C:8]2[C:4](=[CH:3][C:2]([S:22]([CH2:21][CH2:20][C:19]([O:18][CH3:17])=[O:25])(=[O:24])=[O:23])=[CH:10][CH:9]=2)[CH:5]=[N:6]1)(=[O:13])=[O:12])[CH3:16]. Reactant: Br[C:2]1[CH:3]=[C:4]2[C:8](=[CH:9][CH:10]=1)[N:7]([S:11]([CH:14]([CH3:16])[CH3:15])(=[O:13])=[O:12])[N:6]=[CH:5]2.[CH3:17][O:18][C:19](=[O:25])[CH2:20][CH2:21][S:22]([O-:24])=[O:23].[Na+].